Predict the product of the given reaction. From a dataset of Forward reaction prediction with 1.9M reactions from USPTO patents (1976-2016). (1) Given the reactants N[C:2]1[CH:3]=[N:4][CH:5]=[CH:6][C:7]=1O.CS(C1[N:18]=[C:17]([O:19][CH3:20])[CH:16]=[C:15]([O:21][CH3:22])[N:14]=1)(=O)=O.[C:23]([O-:26])([O-])=O.[K+].[K+].O.C[N:31](C=O)C, predict the reaction product. The product is: [CH3:22][O:21][C:15]1[CH:16]=[C:17]([O:19][CH3:20])[N:18]=[C:23]([O:26][C:2]2[C:3]([NH2:31])=[N:4][CH:5]=[CH:6][CH:7]=2)[N:14]=1. (2) Given the reactants CS([Cl:5])(=O)=O.O[CH2:7][CH2:8][CH2:9][C:10]1[N:11]=[N+:12]([O-:20])[C:13]2[CH:19]=[CH:18][CH:17]=[CH:16][C:14]=2[N:15]=1.CCN(CC)CC.[NH:28]1[CH2:33][CH2:32][O:31][CH2:30][CH2:29]1, predict the reaction product. The product is: [ClH:5].[N:28]1([CH2:7][CH2:8][CH2:9][C:10]2[N:11]=[N+:12]([O-:20])[C:13]3[CH:19]=[CH:18][CH:17]=[CH:16][C:14]=3[N:15]=2)[CH2:33][CH2:32][O:31][CH2:30][CH2:29]1. (3) The product is: [C@@H:5]1([N:29]2[CH:37]=[C:35]([CH3:36])[C:33](=[O:34])[NH:32][C:30]2=[O:31])[O:6][C@H:7]([CH2:8][OH:9])[C@@H:3]([OH:40])[CH2:4]1. Given the reactants C([C@@H:3]1[C@@H:7]([CH2:8][O:9]C(C2C=CC=CC=2)(C2C=CC=CC=2)C2C=CC=CC=2)[O:6][C@@H:5]([N:29]2[CH:37]=[C:35]([CH3:36])[C:33](=[O:34])[NH:32][C:30]2=[O:31])[CH2:4]1)=O.CC(O)=[O:40].Cl.CON, predict the reaction product. (4) Given the reactants [OH:1][CH2:2][C@@H:3]1[C@@H:7]([CH3:8])[CH2:6][CH2:5][N:4]1C(OC(C)(C)C)=O.CO.[ClH:18], predict the reaction product. The product is: [ClH:18].[CH3:8][C@H:7]1[CH2:6][CH2:5][NH:4][C@@H:3]1[CH2:2][OH:1]. (5) Given the reactants [F:1][C:2]([F:17])([F:16])[C:3]1[C:12]([C:13](O)=[O:14])=[CH:11][C:10]2[C:5](=[N:6][CH:7]=[CH:8][CH:9]=2)[N:4]=1.CN(C)C=O.C(Cl)(=O)C([Cl:26])=O, predict the reaction product. The product is: [F:1][C:2]([F:17])([F:16])[C:3]1[C:12]([C:13]([Cl:26])=[O:14])=[CH:11][C:10]2[C:5](=[N:6][CH:7]=[CH:8][CH:9]=2)[N:4]=1. (6) Given the reactants [Cl:1][C:2]1[CH:3]=[C:4]([N+:13]([O-])=O)[C:5]([CH3:12])=[C:6]([CH:11]=1)[C:7]([O:9][CH3:10])=[O:8].C(O)C.[NH4+].[Cl-], predict the reaction product. The product is: [NH2:13][C:4]1[C:5]([CH3:12])=[C:6]([CH:11]=[C:2]([Cl:1])[CH:3]=1)[C:7]([O:9][CH3:10])=[O:8]. (7) The product is: [O:27]1[C:23]2[CH:22]=[CH:21][C:20]([C:18](=[O:19])[CH2:17][CH2:16][C:15]([NH:14][C:4]3[CH:3]=[C:2]([C:63]4[CH:71]=[CH:70][CH:69]=[CH:68][C:64]=4[C:65]([OH:67])=[O:66])[CH:7]=[C:6]([C:8]4[CH:13]=[CH:12][CH:11]=[CH:10][CH:9]=4)[N:5]=3)=[O:29])=[CH:28][C:24]=2[CH2:25][CH2:26]1. Given the reactants Cl[C:2]1[CH:7]=[C:6]([C:8]2[CH:13]=[CH:12][CH:11]=[CH:10][CH:9]=2)[N:5]=[C:4]([NH:14][C:15](=[O:29])[CH2:16][CH2:17][C:18]([C:20]2[CH:21]=[CH:22][C:23]3[O:27][CH2:26][CH2:25][C:24]=3[CH:28]=2)=[O:19])[CH:3]=1.C1(C2C=CC=CC=2)C=CC=CC=1P(C1CCCCC1)C1CCCCC1.C(=O)([O-])[O-].[K+].[K+].OB(O)[C:63]1[CH:71]=[CH:70][CH:69]=[CH:68][C:64]=1[C:65]([OH:67])=[O:66], predict the reaction product. (8) The product is: [CH:1]1([C:4]2[NH:8][N:7]=[C:6]([NH:9][C:10]3[N:15]=[C:14]4[N:16]([C@H:17]([C:19]5[CH:20]=[CH:21][C:22]([F:25])=[CH:23][CH:24]=5)[CH3:18])[N:27]=[N:26][C:13]4=[CH:12][CH:11]=3)[CH:5]=2)[CH2:3][CH2:2]1. Given the reactants [CH:1]1([C:4]2[NH:8][N:7]=[C:6]([NH:9][C:10]3[N:15]=[C:14]([NH:16][C@H:17]([C:19]4[CH:24]=[CH:23][C:22]([F:25])=[CH:21][CH:20]=4)[CH3:18])[C:13]([NH2:26])=[CH:12][CH:11]=3)[CH:5]=2)[CH2:3][CH2:2]1.[N:27]([O-])=O.[Na+], predict the reaction product. (9) Given the reactants Cl.C([O:4][CH2:5][CH2:6][O:7][NH:8][C:9]([C:11]1[C:20]([NH:21][C:22]2[CH:27]=[CH:26][C:25]([Br:28])=[CH:24][C:23]=2[Cl:29])=[C:19]([F:30])[C:14]2[N:15]=[CH:16][N:17]([CH3:18])[C:13]=2[CH:12]=1)=[O:10])=C, predict the reaction product. The product is: [OH:4][CH2:5][CH2:6][O:7][NH:8][C:9]([C:11]1[C:20]([NH:21][C:22]2[CH:27]=[CH:26][C:25]([Br:28])=[CH:24][C:23]=2[Cl:29])=[C:19]([F:30])[C:14]2[N:15]=[CH:16][N:17]([CH3:18])[C:13]=2[CH:12]=1)=[O:10].